From a dataset of Catalyst prediction with 721,799 reactions and 888 catalyst types from USPTO. Predict which catalyst facilitates the given reaction. Reactant: [CH2:1]([CH:3]([CH2:9][CH3:10])[CH2:4][CH2:5][C:6]([OH:8])=O)[CH3:2].[NH:11]1[CH2:16][CH2:15][CH2:14][CH2:13][CH2:12]1.C1C=CC2N(O)N=NC=2C=1.CCN=C=NCCCN(C)C.Cl.Cl. The catalyst class is: 248. Product: [CH2:9]([CH:3]([CH2:1][CH3:2])[CH2:4][CH2:5][C:6]([N:11]1[CH2:16][CH2:15][CH2:14][CH2:13][CH2:12]1)=[O:8])[CH3:10].